This data is from Forward reaction prediction with 1.9M reactions from USPTO patents (1976-2016). The task is: Predict the product of the given reaction. (1) Given the reactants [CH:1]([S:3]([CH:6]=[CH2:7])(=[O:5])=[O:4])=C.C[Si](C)(C)[O:10][C:11]([CH:13]=[CH2:14])=[CH2:12], predict the reaction product. The product is: [CH3:1][S:3]([CH:6]1[CH2:7][CH2:12][C:11](=[O:10])[CH2:13][CH2:14]1)(=[O:5])=[O:4]. (2) Given the reactants [BH4-].[Na+].FC(F)(F)C(O)=O.C(O)(=O)C.[CH3:14][O:15][C:16]1[CH:17]=[C:18]2[C:23](=[C:24]([CH3:27])[C:25]=1[CH3:26])[NH:22][CH2:21][C:20]1([CH2:30][CH2:29][CH2:28]1)[CH:19]2O, predict the reaction product. The product is: [CH3:14][O:15][C:16]1[CH:17]=[C:18]2[C:23](=[C:24]([CH3:27])[C:25]=1[CH3:26])[NH:22][CH2:21][C:20]1([CH2:28][CH2:29][CH2:30]1)[CH2:19]2. (3) Given the reactants COC1C=CC(C[NH:8][C:9]2[N:14]3[N:15]=[CH:16][CH:17]=[C:13]3[N:12]=[C:11]([NH:18][CH:19]3[CH2:24][CH2:23][CH2:22][N:21]([C:25]([O:27][C:28]([CH3:31])([CH3:30])[CH3:29])=[O:26])[CH2:20]3)[C:10]=2[CH3:32])=CC=1.[H][H], predict the reaction product. The product is: [NH2:8][C:9]1[N:14]2[N:15]=[CH:16][CH:17]=[C:13]2[N:12]=[C:11]([NH:18][CH:19]2[CH2:24][CH2:23][CH2:22][N:21]([C:25]([O:27][C:28]([CH3:30])([CH3:29])[CH3:31])=[O:26])[CH2:20]2)[C:10]=1[CH3:32]. (4) Given the reactants C([O:3][C:4]([C:6]1[N:7]=[C:8]([C:11]2[NH:12][CH:13]=[CH:14][N:15]=2)[S:9][CH:10]=1)=O)C.[NH3:16], predict the reaction product. The product is: [NH:15]1[CH:14]=[CH:13][N:12]=[C:11]1[C:8]1[S:9][CH:10]=[C:6]([C:4]([NH2:16])=[O:3])[N:7]=1. (5) Given the reactants Br[C:2]1[C:11]2[C:6](=[CH:7][CH:8]=[CH:9][CH:10]=2)[CH:5]=[CH:4][C:3]=1[OH:12].[Cl:13][C:14]1[C:15]([F:23])=[C:16](B(O)O)[CH:17]=[CH:18][CH:19]=1.C1(C)C=CC=CC=1P(C1C=CC=CC=1C)C1C=CC=CC=1C.C(=O)([O-])[O-].[K+].[K+], predict the reaction product. The product is: [Cl:13][C:14]1[C:15]([F:23])=[C:16]([C:2]2[C:11]3[C:6](=[CH:7][CH:8]=[CH:9][CH:10]=3)[CH:5]=[CH:4][C:3]=2[OH:12])[CH:17]=[CH:18][CH:19]=1.